This data is from CYP2C19 inhibition data for predicting drug metabolism from PubChem BioAssay. The task is: Regression/Classification. Given a drug SMILES string, predict its absorption, distribution, metabolism, or excretion properties. Task type varies by dataset: regression for continuous measurements (e.g., permeability, clearance, half-life) or binary classification for categorical outcomes (e.g., BBB penetration, CYP inhibition). Dataset: cyp2c19_veith. (1) The molecule is COc1ccc(OC[C@@H](CO)OC)cc1. The result is 0 (non-inhibitor). (2) The compound is O=C(NCCNC(=O)c1cc(OCC(F)(F)F)ccc1OCC(F)(F)F)Nc1ccc(OC(F)(F)F)cc1. The result is 1 (inhibitor). (3) The compound is CCCNC(=O)OC[C@@H]1O[C@H](CCO/N=C(\C)CCN2CCCCc3nc(C)c(C)cc32)C=C[C@@H]1Oc1ccc(OC)cc1. The result is 0 (non-inhibitor). (4) The molecule is Clc1ccccc1-c1cncnc1NCCc1cnc[nH]1. The result is 1 (inhibitor). (5) The molecule is Cl.O.O.O=C1CC[C@]2(O)[C@H]3Cc4ccc(O)c5c4[C@@]2(CCN3CC2CC2)[C@@H]1O5. The result is 0 (non-inhibitor). (6) The molecule is COc1ccc(CCN=c2c([N+](=O)[O-])nn(-c3ccccc3)n2O)cc1OC. The result is 1 (inhibitor). (7) The compound is Cn1cccc1C(=O)N1CCC2(CCCN(c3ccncc3)C2)CC1. The result is 1 (inhibitor).